From a dataset of Reaction yield outcomes from USPTO patents with 853,638 reactions. Predict the reaction yield, written as a fraction of the theoretical maximum amount of product (1.0 means a 100% yield; for example, 0.34 means a 34% yield). (1) The reactants are [CH:1]1([N:6]2[C:14]3[C:9](=[CH:10][CH:11]=[C:12]([C:15]4[N:19]([C:20]5[CH:28]=[CH:27][C:23](C(O)=O)=[CH:22][CH:21]=5)[N:18]=[CH:17][CH:16]=4)[CH:13]=3)[C:8]([CH2:29][CH3:30])=[N:7]2)[CH2:5][CH2:4][CH2:3][CH2:2]1.C1C[N:34]([P+](ON2N=NC3C=CC=CC2=3)(N2CCCC2)N2CCCC2)CC1.F[P-](F)(F)(F)(F)F.ON1C2C=CC=CC=2N=N1.C(N(CC)C(C)C)(C)C.[Cl-].[NH4+].[C:85]([O-:88])(O)=O.[Na+]. The catalyst is C(OCC)(=O)C.CN(C)C=O. The product is [CH:1]1([N:6]2[C:14]3[C:9](=[CH:10][CH:11]=[C:12]([C:15]4[N:19]([C:20]5[CH:28]=[CH:27][C:23]([C:85]([NH2:34])=[O:88])=[CH:22][CH:21]=5)[N:18]=[CH:17][CH:16]=4)[CH:13]=3)[C:8]([CH2:29][CH3:30])=[N:7]2)[CH2:5][CH2:4][CH2:3][CH2:2]1. The yield is 0.620. (2) The reactants are [OH:1][C:2]1[C:6]2=[N:7][CH:8]=[C:9]([C:11]([F:14])([F:13])[F:12])[CH:10]=[C:5]2[S:4][C:3]=1[C:15]([O:17][CH3:18])=[O:16].Br[CH2:20][C:21]([O:23][C:24]([CH3:27])([CH3:26])[CH3:25])=[O:22].CC(C)([O-])C.[Na+].Cl. The catalyst is CN(C=O)C.O. The product is [C:24]([O:23][C:21](=[O:22])[CH2:20][O:1][C:2]1[C:6]2=[N:7][CH:8]=[C:9]([C:11]([F:14])([F:13])[F:12])[CH:10]=[C:5]2[S:4][C:3]=1[C:15]([O:17][CH3:18])=[O:16])([CH3:27])([CH3:26])[CH3:25]. The yield is 0.270. (3) The reactants are [Cl-].O[NH3+:3].[C:4](=[O:7])([O-])[OH:5].[Na+].CS(C)=O.[CH2:13]([C:15]1[S:47][C:18]2[N:19]([CH2:32][C:33]3[CH:38]=[CH:37][C:36]([C:39]4[C:40]([C:45]#[N:46])=[CH:41][CH:42]=[CH:43][CH:44]=4)=[CH:35][CH:34]=3)[C:20](=[O:31])[N:21]([CH2:24][CH:25]([OH:30])[C:26]([CH3:29])([CH3:28])[CH3:27])[C:22](=[O:23])[C:17]=2[CH:16]=1)[CH3:14]. The catalyst is O.C(OCC)(=O)C. The product is [CH2:13]([C:15]1[S:47][C:18]2[N:19]([CH2:32][C:33]3[CH:34]=[CH:35][C:36]([C:39]4[CH:44]=[CH:43][CH:42]=[CH:41][C:40]=4[C:45]4[NH:3][C:4](=[O:7])[O:5][N:46]=4)=[CH:37][CH:38]=3)[C:20](=[O:31])[N:21]([CH2:24][CH:25]([OH:30])[C:26]([CH3:29])([CH3:28])[CH3:27])[C:22](=[O:23])[C:17]=2[CH:16]=1)[CH3:14]. The yield is 0.610. (4) The reactants are [CH2:1]([N:8]1[CH2:12][CH2:11][CH:10]([CH2:13][OH:14])[CH2:9]1)[C:2]1[CH:7]=[CH:6][CH:5]=[CH:4][CH:3]=1.Cl[C:16]([O:18][CH:19]=[CH2:20])=[O:17]. The catalyst is ClCCCl. The product is [CH:19]([O:18][C:16](=[O:17])[O:14][CH2:13][CH:10]1[CH2:11][CH2:12][N:8]([CH2:1][C:2]2[CH:7]=[CH:6][CH:5]=[CH:4][CH:3]=2)[CH2:9]1)=[CH2:20]. The yield is 0.710. (5) The reactants are [CH3:1][S:2]([C:5]1[CH:10]=[CH:9][C:8]([CH:11]2[CH2:16][CH:15]([C:17]([O:19]C)=[O:18])[CH2:14][CH2:13][N:12]2[C:21]([O:23][CH3:24])=[O:22])=[CH:7][CH:6]=1)(=[O:4])=[O:3].[Br-].[Li+].C(N(CC)CC)C.CC(OC)(C)C. The catalyst is C(#N)C.O. The product is [CH3:24][O:23][C:21]([N:12]1[CH2:13][CH2:14][CH:15]([C:17]([OH:19])=[O:18])[CH2:16][CH:11]1[C:8]1[CH:7]=[CH:6][C:5]([S:2]([CH3:1])(=[O:4])=[O:3])=[CH:10][CH:9]=1)=[O:22]. The yield is 0.830. (6) The reactants are [NH2:1][C:2]1[N:7]=[C:6]([N:8]([CH3:15])[C:9]2[CH:14]=[CH:13][CH:12]=[CH:11][CH:10]=2)[N:5]=[C:4]([C:16]2[N:20]=[C:19]([C:21]3[C:26]([OH:27])=[CH:25][CH:24]=[CH:23][N:22]=3)[O:18][N:17]=2)[N:3]=1.[OH-].[K+].[F:30][C:31]([F:35])([F:34])[CH2:32]I. The catalyst is CS(C)=O.C(OCC)(=O)C. The product is [CH3:15][N:8]([C:9]1[CH:10]=[CH:11][CH:12]=[CH:13][CH:14]=1)[C:6]1[N:7]=[C:2]([NH2:1])[N:3]=[C:4]([C:16]2[N:20]=[C:19]([C:21]3[C:26]([O:27][CH2:32][C:31]([F:35])([F:34])[F:30])=[CH:25][CH:24]=[CH:23][N:22]=3)[O:18][N:17]=2)[N:5]=1. The yield is 0.570.